This data is from Forward reaction prediction with 1.9M reactions from USPTO patents (1976-2016). The task is: Predict the product of the given reaction. The product is: [C:14]1([C:26]2[C:27](=[O:42])[NH:28][C:29](=[O:41])[C:30]=2[C:31]2[C:39]3[C:34](=[CH:35][CH:36]=[C:37]([C:1]4[C:10]5[C:5](=[CH:6][CH:7]=[CH:8][CH:9]=5)[CH:4]=[CH:3][CH:2]=4)[CH:38]=3)[NH:33][CH:32]=2)[C:24]2=[C:25]3[C:20](=[CH:21][CH:22]=[CH:23]2)[CH2:19][CH2:18][CH2:17][N:16]3[CH:15]=1. Given the reactants [C:1]1(B(O)O)[C:10]2[C:5](=[CH:6][CH:7]=[CH:8][CH:9]=2)[CH:4]=[CH:3][CH:2]=1.[C:14]1([C:26]2[C:27](=[O:42])[NH:28][C:29](=[O:41])[C:30]=2[C:31]2[C:39]3[C:34](=[CH:35][CH:36]=[C:37](Br)[CH:38]=3)[NH:33][CH:32]=2)[C:24]2=[C:25]3[C:20](=[CH:21][CH:22]=[CH:23]2)[CH2:19][CH2:18][CH2:17][N:16]3[CH:15]=1.O, predict the reaction product.